From a dataset of Reaction yield outcomes from USPTO patents with 853,638 reactions. Predict the reaction yield, written as a fraction of the theoretical maximum amount of product (1.0 means a 100% yield; for example, 0.34 means a 34% yield). (1) The reactants are Cl.O.O.[CH2:4]=[C:5]1[C:10](=[O:11])[CH:9]2[CH2:12][CH2:13][N:6]1[CH2:7][CH2:8]2.C([O-])([O-])=O.[K+].[K+].C(Cl)Cl. The catalyst is O. The product is [CH2:4]=[C:5]1[C:10](=[O:11])[CH:9]2[CH2:12][CH2:13][N:6]1[CH2:7][CH2:8]2. The yield is 0.880. (2) The reactants are Cl.Cl.Cl[C:4]1[CH:9]=[CH:8][NH:7][C:6](=[O:10])[C:5]=1[C:11]1[NH:12][C:13]2[C:21]([N:22]=1)=[CH:20][C:19]1[C:18](=[O:23])[N:17]([CH2:24][CH2:25][CH2:26][N:27]3[CH2:31][CH2:30][CH2:29][CH2:28]3)[CH2:16][C:15]=1[CH:14]=2.Cl.[CH3:33][C@H:34]([NH2:41])[CH2:35][C:36]1[S:37][CH:38]=[CH:39][CH:40]=1.CCN(CC)CC. The catalyst is CCO. The product is [CH3:33][C@H:34]([NH:41][C:4]1[CH:9]=[CH:8][NH:7][C:6](=[O:10])[C:5]=1[C:11]1[NH:12][C:13]2[C:21]([N:22]=1)=[CH:20][C:19]1[C:18](=[O:23])[N:17]([CH2:24][CH2:25][CH2:26][N:27]3[CH2:31][CH2:30][CH2:29][CH2:28]3)[CH2:16][C:15]=1[CH:14]=2)[CH2:35][C:36]1[S:37][CH:38]=[CH:39][CH:40]=1. The yield is 0.510. (3) The catalyst is O1CCCC1. The reactants are C[O:2][C:3]([C@@H:5]1[CH2:9][C@H:8]([NH:10][C:11]([C:13]2[CH:22]=[CH:21][C:20]3[C:15](=[CH:16][CH:17]=[CH:18][CH:19]=3)[C:14]=2[OH:23])=[O:12])[CH2:7][N:6]1[CH2:24][CH:25]1[CH2:30][CH2:29][CH2:28][CH2:27][CH2:26]1)=O.[OH-].[NH4+:32]. The yield is 0.160. The product is [CH:25]1([CH2:24][N:6]2[CH2:7][C@@H:8]([NH:10][C:11]([C:13]3[CH:22]=[CH:21][C:20]4[C:15](=[CH:16][CH:17]=[CH:18][CH:19]=4)[C:14]=3[OH:23])=[O:12])[CH2:9][C@H:5]2[C:3]([NH2:32])=[O:2])[CH2:30][CH2:29][CH2:28][CH2:27][CH2:26]1. (4) The catalyst is CN(C)C=O. The yield is 0.710. The reactants are [CH:1]1([C:4]2[N:5]=[CH:6][N:7]([C:9]3[CH:14]=[CH:13][N:12]=[C:11]([C:15]([OH:17])=O)[CH:10]=3)[CH:8]=2)[CH2:3][CH2:2]1.[F:18][C:19]([F:34])([F:33])[C@@H:20]([N:22]1[CH:26]=[N:25][N:24]=[C:23]1[C:27]1[S:28][CH:29]=[C:30]([NH2:32])[N:31]=1)[CH3:21].CN(C(ON1N=NC2C=CC=NC1=2)=[N+](C)C)C.F[P-](F)(F)(F)(F)F.CN1CCOCC1. The product is [CH:1]1([C:4]2[N:5]=[CH:6][N:7]([C:9]3[CH:14]=[CH:13][N:12]=[C:11]([C:15]([NH:32][C:30]4[N:31]=[C:27]([C:23]5[N:22]([C@@H:20]([CH3:21])[C:19]([F:34])([F:33])[F:18])[CH:26]=[N:25][N:24]=5)[S:28][CH:29]=4)=[O:17])[CH:10]=3)[CH:8]=2)[CH2:2][CH2:3]1. (5) The reactants are C[O:2][C:3]([C:5]1[C:13]2[N:12]=[C:11]([C:14]3[CH:19]=[CH:18][C:17]([Cl:20])=[CH:16][C:15]=3[Cl:21])[NH:10][C:9]=2[C:8]([OH:22])=[CH:7][CH:6]=1)=[O:4].O[Li].O. The catalyst is C1COCC1.CO.O. The product is [Cl:21][C:15]1[CH:16]=[C:17]([Cl:20])[CH:18]=[CH:19][C:14]=1[C:11]1[NH:10][C:9]2[C:8]([OH:22])=[CH:7][CH:6]=[C:5]([C:3]([OH:4])=[O:2])[C:13]=2[N:12]=1. The yield is 0.900. (6) The reactants are C([Li])CCC.[B:6](OC(C)C)([O:11]C(C)C)[O:7]C(C)C.C(=O)=O.CC(C)=O.[F:26][C:27]1[CH:32]=[CH:31][C:30]([CH:33]=[CH2:34])=[CH:29][N:28]=1.Cl. The catalyst is C1COCC1.FC1C=CC(C=C)=CN=1. The product is [F:26][C:27]1[C:32]([B:6]([OH:11])[OH:7])=[CH:31][C:30]([CH:33]=[CH2:34])=[CH:29][N:28]=1. The yield is 0.110. (7) The reactants are [CH2:1]([NH:6][C:7]1[CH:11]=[CH:10][S:9][CH:8]=1)[CH2:2][CH2:3][CH2:4][CH3:5].[C:12](Cl)(=[O:16])[C:13](Cl)=[O:14]. The catalyst is CCOCC. The product is [CH2:1]([N:6]1[C:13](=[O:14])[C:12](=[O:16])[C:8]2[S:9][CH:10]=[CH:11][C:7]1=2)[CH2:2][CH2:3][CH2:4][CH3:5]. The yield is 0.530. (8) The reactants are [CH3:1][O:2][C:3]1[CH:8]=[CH:7][CH:6]=[C:5]([O:9][CH3:10])[C:4]=1[O:11][CH3:12].[C:13]([O:20][CH3:21])(=[O:19])[CH2:14][CH2:15][C:16]([O-])=[O:17]. No catalyst specified. The product is [CH3:21][O:20][C:13](=[O:19])[CH2:14][CH2:15][C:16](=[O:17])[C:6]1[CH:7]=[CH:8][C:3]([O:2][CH3:1])=[C:4]([O:11][CH3:12])[C:5]=1[O:9][CH3:10]. The yield is 0.720. (9) The reactants are [NH2:1][C@H:2]1[CH2:6][CH2:5][N:4]([CH:7]2[CH2:12][CH2:11][N:10]([C:13]3[S:17][N:16]=[C:15]([CH:18]([CH3:20])[CH3:19])[N:14]=3)[CH2:9][CH2:8]2)[C:3]1=[O:21].Br[C:23]1[CH:28]=[CH:27][C:26]([S:29]([CH2:32][CH3:33])(=[O:31])=[O:30])=[C:25]([CH3:34])[CH:24]=1.C1(P(C2C=CC=CC=2)C2C=CC3C(=CC=CC=3)C=2C2C3C(=CC=CC=3)C=CC=2P(C2C=CC=CC=2)C2C=CC=CC=2)C=CC=CC=1.CC([O-])(C)C.[Na+]. The catalyst is C1(C)C=CC=CC=1.C1C=CC(/C=C/C(/C=C/C2C=CC=CC=2)=O)=CC=1.C1C=CC(/C=C/C(/C=C/C2C=CC=CC=2)=O)=CC=1.C1C=CC(/C=C/C(/C=C/C2C=CC=CC=2)=O)=CC=1.[Pd].[Pd].CCOC(C)=O. The product is [CH2:32]([S:29]([C:26]1[CH:27]=[CH:28][C:23]([NH:1][CH:2]2[CH2:6][CH2:5][N:4]([CH:7]3[CH2:8][CH2:9][N:10]([C:13]4[S:17][N:16]=[C:15]([CH:18]([CH3:19])[CH3:20])[N:14]=4)[CH2:11][CH2:12]3)[C:3]2=[O:21])=[CH:24][C:25]=1[CH3:34])(=[O:31])=[O:30])[CH3:33]. The yield is 0.170.